Dataset: Full USPTO retrosynthesis dataset with 1.9M reactions from patents (1976-2016). Task: Predict the reactants needed to synthesize the given product. Given the product [Cl:1][C:2]1[CH:3]=[C:4]2[C:8](=[CH:9][CH:10]=1)[NH:7][CH:6]=[C:5]2[CH2:11][CH2:12][NH:13][C:14](=[O:23])[C:15]1[CH:20]=[CH:19][CH:18]=[C:17]([CH2:21][C:25]2[S:24][CH:28]=[CH:27][CH:26]=2)[CH:16]=1, predict the reactants needed to synthesize it. The reactants are: [Cl:1][C:2]1[CH:3]=[C:4]2[C:8](=[CH:9][CH:10]=1)[NH:7][CH:6]=[C:5]2[CH2:11][CH2:12][NH:13][C:14](=[O:23])[C:15]1[CH:20]=[CH:19][CH:18]=[C:17]([CH2:21]Cl)[CH:16]=1.[S:24]1[CH:28]=[CH:27][CH:26]=[C:25]1B(O)O.ClCCl.C(=O)([O-])[O-].[Na+].[Na+].[I-].[Na+].